Predict the reactants needed to synthesize the given product. From a dataset of Full USPTO retrosynthesis dataset with 1.9M reactions from patents (1976-2016). (1) Given the product [Br-:26].[C:20]([C:22]1[CH:23]=[C:24]([CH:27]=[CH:28][CH:29]=1)[CH2:25][P+:7]([C:1]1[CH:2]=[CH:3][CH:4]=[CH:5][CH:6]=1)([C:8]1[CH:13]=[CH:12][CH:11]=[CH:10][CH:9]=1)[C:14]1[CH:15]=[CH:16][CH:17]=[CH:18][CH:19]=1)#[N:21], predict the reactants needed to synthesize it. The reactants are: [C:1]1([P:7]([C:14]2[CH:19]=[CH:18][CH:17]=[CH:16][CH:15]=2)[C:8]2[CH:13]=[CH:12][CH:11]=[CH:10][CH:9]=2)[CH:6]=[CH:5][CH:4]=[CH:3][CH:2]=1.[C:20]([C:22]1[CH:23]=[C:24]([CH:27]=[CH:28][CH:29]=1)[CH2:25][Br:26])#[N:21]. (2) Given the product [CH3:1][C:2]1[N:7]=[C:6]2[S:8][C:9]3[CH2:14][CH2:13][CH2:12][CH2:11][C:10]=3[C:5]2=[C:4]([C:15]2[CH:16]=[CH:17][C:18]([CH3:21])=[CH:19][CH:20]=2)[C:3]=1[CH:22]([CH:27]([CH3:29])[CH3:28])[C:23]([OH:25])=[O:24], predict the reactants needed to synthesize it. The reactants are: [CH3:1][C:2]1[N:7]=[C:6]2[S:8][C:9]3[CH2:14][CH2:13][CH2:12][CH2:11][C:10]=3[C:5]2=[C:4]([C:15]2[CH:20]=[CH:19][C:18]([CH3:21])=[CH:17][CH:16]=2)[C:3]=1[CH:22]([CH:27]([CH3:29])[CH3:28])[C:23]([O:25]C)=[O:24].[OH-].[Na+]. (3) Given the product [ClH:17].[Br:2][C:3]1[C:13]2[CH2:12][CH2:11][N:10]([CH:49]([CH3:50])[CH2:53][CH2:54][S:43][C:28]3[N:27]([CH3:26])[C:31]([C:32]4[CH:41]=[CH:40][CH:39]=[C:38]5[C:33]=4[CH:34]=[CH:35][C:36]([CH3:42])=[N:37]5)=[N:30][N:29]=3)[CH2:9][CH2:8][C:7]=2[CH:6]=[C:5]2[N:19]=[C:20]([C:22]([F:23])([F:25])[F:24])[O:21][C:4]=12, predict the reactants needed to synthesize it. The reactants are: Cl.[Br:2][C:3]1[C:13]2[CH2:12][CH2:11][NH:10][CH2:9][CH2:8][C:7]=2[C:6](C(C)CC[Cl:17])=[C:5]2[N:19]=[C:20]([C:22]([F:25])([F:24])[F:23])[O:21][C:4]=12.[CH3:26][N:27]1[C:31]([C:32]2[CH:41]=[CH:40][CH:39]=[C:38]3[C:33]=2[CH:34]=[CH:35][C:36]([CH3:42])=[N:37]3)=[N:30][NH:29][C:28]1=[S:43].C(N([CH2:49][CH3:50])CC)C.[I-].[Na+].[C:53](OCC)(=O)[CH3:54]. (4) Given the product [Cl:28][C:22]1[CH:23]=[C:24]([Cl:27])[CH:25]=[CH:26][C:21]=1[N:8]1[C:9]([C:13]2[CH:18]=[CH:17][C:16]([O:19][CH3:20])=[CH:15][CH:14]=2)=[C:10]([CH2:11][OH:29])[C:6]([C:4]([OH:3])=[O:5])=[N:7]1, predict the reactants needed to synthesize it. The reactants are: C([O:3][C:4]([C:6]1[C:10]([CH2:11]Br)=[C:9]([C:13]2[CH:18]=[CH:17][C:16]([O:19][CH3:20])=[CH:15][CH:14]=2)[N:8]([C:21]2[CH:26]=[CH:25][C:24]([Cl:27])=[CH:23][C:22]=2[Cl:28])[N:7]=1)=[O:5])C.[OH-:29].[Na+].Cl. (5) Given the product [OH:15][C@@H:9]1[CH2:8][N:7]([CH2:6][CH2:5][C@@H:4]([N:16]2[C:22](=[O:23])[CH2:21][CH2:20][N:19]([C:24]3[CH:29]=[CH:28][CH:27]=[C:26]([C:30]([F:31])([F:33])[F:32])[CH:25]=3)[CH2:18][CH2:17]2)[CH2:3][OH:2])[CH2:14][CH2:13][C:10]21[CH2:12][CH2:11]2, predict the reactants needed to synthesize it. The reactants are: C[O:2][C:3](=O)[C@H:4]([N:16]1[C:22](=[O:23])[CH2:21][CH2:20][N:19]([C:24]2[CH:29]=[CH:28][CH:27]=[C:26]([C:30]([F:33])([F:32])[F:31])[CH:25]=2)[CH2:18][CH2:17]1)[CH2:5][CH2:6][N:7]1[CH2:14][CH2:13][C:10]2([CH2:12][CH2:11]2)[C@H:9]([OH:15])[CH2:8]1.[Li+].[BH4-]. (6) Given the product [Cl:1][C:2]1[CH:9]=[CH:8][C:7]([Cl:10])=[CH:6][C:3]=1[CH:4]=[N:37][C:15]([O:14][Si:21]([CH3:23])([CH3:22])[CH3:20])=[CH2:16], predict the reactants needed to synthesize it. The reactants are: [Cl:1][C:2]1[CH:9]=[CH:8][C:7]([Cl:10])=[CH:6][C:3]=1[CH:4]=O.ClC1C=[C:14](C=CC=1)[CH:15]=[O:16].[CH3:20][Si:21]([N-][Si:21]([CH3:23])([CH3:22])[CH3:20])([CH3:23])[CH3:22].[Li+].C[Si](Cl)(C)C.C([N:37](CC)CC)C.C(Cl)(=O)C.